This data is from Forward reaction prediction with 1.9M reactions from USPTO patents (1976-2016). The task is: Predict the product of the given reaction. (1) Given the reactants [Cl:1][C:2]1[CH:3]=[C:4]([F:13])[C:5]([NH2:12])=[C:6]2[C:10]=1[O:9][C:8]([CH3:11])=[CH:7]2.C(N(CC)CC)C.[C:21](Cl)(Cl)=[S:22], predict the reaction product. The product is: [Cl:1][C:2]1[C:10]2[O:9][C:8]([CH3:11])=[CH:7][C:6]=2[C:5]([N:12]=[C:21]=[S:22])=[C:4]([F:13])[CH:3]=1. (2) Given the reactants [OH-].[Na+].[O:3]([CH2:45][CH2:46][O:47][CH2:48][CH2:49][O:50][C:51]1[CH:56]=[CH:55][C:54]([C:57]2[C:58]([CH3:84])=[C:59]([C:66]([C:68]3[CH:69]=[C:70]4[C:75](=[CH:76][CH:77]=3)[NH:74][C:73](=[O:78])[N:72]([CH2:79][C:80]([O-:82])=[O:81])[C:71]4=[O:83])=[O:67])[N:60]3[C:65]=2[CH:64]=[CH:63][CH:62]=[CH:61]3)=[CH:53][CH:52]=1)[CH2:4][CH2:5][O:6][CH2:7][CH2:8][O:9][C:10]1[CH:15]=[CH:14][C:13]([C:16]2[C:17]([CH3:44])=[C:18]([C:25]([C:27]3[CH:28]=[C:29]4[C:34](=[CH:35][CH:36]=3)[NH:33][C:32](=[O:37])[N:31]([CH2:38][C:39]([O:41]C)=[O:40])[C:30]4=[O:43])=[O:26])[N:19]3[C:24]=2[CH:23]=[CH:22][CH:21]=[CH:20]3)=[CH:12][CH:11]=1.Cl, predict the reaction product. The product is: [O:3]([CH2:45][CH2:46][O:47][CH2:48][CH2:49][O:50][C:51]1[CH:56]=[CH:55][C:54]([C:57]2[C:58]([CH3:84])=[C:59]([C:66]([C:68]3[CH:69]=[C:70]4[C:75](=[CH:76][CH:77]=3)[NH:74][C:73](=[O:78])[N:72]([CH2:79][C:80]([OH:82])=[O:81])[C:71]4=[O:83])=[O:67])[N:60]3[C:65]=2[CH:64]=[CH:63][CH:62]=[CH:61]3)=[CH:53][CH:52]=1)[CH2:4][CH2:5][O:6][CH2:7][CH2:8][O:9][C:10]1[CH:15]=[CH:14][C:13]([C:16]2[C:17]([CH3:44])=[C:18]([C:25]([C:27]3[CH:28]=[C:29]4[C:34](=[CH:35][CH:36]=3)[NH:33][C:32](=[O:37])[N:31]([CH2:38][C:39]([OH:41])=[O:40])[C:30]4=[O:43])=[O:26])[N:19]3[C:24]=2[CH:23]=[CH:22][CH:21]=[CH:20]3)=[CH:12][CH:11]=1. (3) Given the reactants [NH2:1][C:2]1[CH:7]=[CH:6][C:5]([CH3:8])=[CH:4][CH:3]=1.[Li]CCCC.Cl[Si:15]([CH3:27])([CH3:26])[C:16]1[CH:17]=[CH:18][CH:19]=[C:20]2[C:24]=1[CH2:23][C:22]([CH3:25])=[CH:21]2, predict the reaction product. The product is: [CH3:8][C:5]1[CH:6]=[CH:7][C:2]([NH:1][Si:15]([CH3:26])([CH3:27])[C:16]2[CH:17]=[CH:18][CH:19]=[C:20]3[C:24]=2[CH2:23][C:22]([CH3:25])=[CH:21]3)=[CH:3][CH:4]=1. (4) Given the reactants [OH:1][CH2:2][CH2:3][C:4]1[CH:5]=[C:6]([OH:10])[CH:7]=[CH:8][CH:9]=1.[F:11][C:12]1[N:17]=[CH:16][C:15](B(O)O)=[CH:14][CH:13]=1.C(N(CC)CC)C.ONC(=O)CC(=O)CC1C=CC(OCC2C=CC=CC=2OC2C=CC=CC=2)=CC=1, predict the reaction product. The product is: [F:11][C:12]1[N:17]=[CH:16][C:15]([O:10][C:6]2[CH:5]=[C:4]([CH2:3][CH2:2][OH:1])[CH:9]=[CH:8][CH:7]=2)=[CH:14][CH:13]=1.